This data is from Forward reaction prediction with 1.9M reactions from USPTO patents (1976-2016). The task is: Predict the product of the given reaction. (1) Given the reactants [C:1]([O:5][C:6]([N:8]1[CH2:13][CH2:12][N:11]([C:14]2[C:15]([C:19]3[CH:24]=[C:23]([Cl:25])[C:22]([O:26]CC4C=CC=CC=4)=[CH:21][C:20]=3[O:34]CC3C=CC=CC=3)=[N:16][NH:17][CH:18]=2)[CH2:10][CH2:9]1)=[O:7])([CH3:4])([CH3:3])[CH3:2], predict the reaction product. The product is: [C:1]([O:5][C:6]([N:8]1[CH2:9][CH2:10][N:11]([C:14]2[C:15]([C:19]3[CH:24]=[C:23]([Cl:25])[C:22]([OH:26])=[CH:21][C:20]=3[OH:34])=[N:16][NH:17][CH:18]=2)[CH2:12][CH2:13]1)=[O:7])([CH3:4])([CH3:2])[CH3:3]. (2) Given the reactants Br[C:2]1[CH:3]=[C:4]([CH:7]=[CH:8][C:9]=1[F:10])[CH:5]=[O:6].[CH3:11][OH:12].CN([CH:16]=[O:17])C, predict the reaction product. The product is: [F:10][C:9]1[CH:8]=[CH:7][C:4]([CH:5]=[O:6])=[CH:3][C:2]=1[C:11]([O:17][CH3:16])=[O:12]. (3) The product is: [Cl:1][C:5]1[C:4]([OH:3])=[CH:12][CH:11]=[CH:10][C:6]=1[C:7]([OH:9])=[O:8]. Given the reactants [Cl:1]Cl.[OH:3][C:4]1[CH:5]=[C:6]([CH:10]=[CH:11][CH:12]=1)[C:7]([OH:9])=[O:8], predict the reaction product.